This data is from Full USPTO retrosynthesis dataset with 1.9M reactions from patents (1976-2016). The task is: Predict the reactants needed to synthesize the given product. (1) Given the product [CH3:37][N:34]([CH3:33])[C:3]([CH2:8][CH2:9][C:10]1[CH:15]=[CH:14][C:13]([O:16][CH2:17][CH2:18][CH2:19][C:20]2[CH:25]=[CH:24][CH:23]=[C:22]([CH3:26])[CH:21]=2)=[C:12]([C:27]([F:30])([F:29])[F:28])[CH:11]=1)([CH2:6][OH:7])[CH2:4][OH:5], predict the reactants needed to synthesize it. The reactants are: Cl.N[C:3]([CH2:8][CH2:9][C:10]1[CH:15]=[CH:14][C:13]([O:16][CH2:17][CH2:18][CH2:19][C:20]2[CH:25]=[CH:24][CH:23]=[C:22]([CH3:26])[CH:21]=2)=[C:12]([C:27]([F:30])([F:29])[F:28])[CH:11]=1)([CH2:6][OH:7])[CH2:4][OH:5].C=O.[C:33]([BH3-])#[N:34].[Na+].[C:37](=O)([O-])O.[Na+]. (2) Given the product [ClH:1].[ClH:1].[CH3:22][C:21]1[CH:20]=[CH:19][C:9]([C:10]([NH:12][C:13]2[S:14][C:15]([CH3:18])=[N:16][N:17]=2)=[O:11])=[CH:8][C:7]=1[C@@H:5]1[CH2:6][C@H:4]1[NH:3][CH:4]1[CH2:6][CH2:23][O:26][CH2:7][CH2:5]1, predict the reactants needed to synthesize it. The reactants are: [ClH:1].Cl.[NH2:3][C@@H:4]1[CH2:6][C@H:5]1[C:7]1[CH:8]=[C:9]([CH:19]=[CH:20][C:21]=1[CH3:22])[C:10]([NH:12][C:13]1[S:14][C:15]([CH3:18])=[N:16][N:17]=1)=[O:11].[C:23](=[O:26])([O-])O.[Na+].